From a dataset of Forward reaction prediction with 1.9M reactions from USPTO patents (1976-2016). Predict the product of the given reaction. (1) The product is: [N:35]1([CH2:40][C:41]2[NH:43][N:44]=[C:6]([C:8]3[CH:9]=[C:10]4[C:14](=[CH:15][CH:16]=3)[NH:13][N:12]=[C:11]4[C:17]3[CH:18]=[C:19]4[C:24](=[CH:25][CH:26]=3)[CH:23]=[C:22]([OH:27])[CH:21]=[CH:20]4)[N:7]=2)[CH2:39][CH2:38][CH2:37][CH2:36]1. Given the reactants Cl.Cl.C(O[C:6]([C:8]1[CH:9]=[C:10]2[C:14](=[CH:15][CH:16]=1)[NH:13][N:12]=[C:11]2[C:17]1[CH:26]=[CH:25][C:24]2[C:19](=[CH:20][CH:21]=[C:22]([OH:27])[CH:23]=2)[CH:18]=1)=[NH:7])C.C(N(CC)CC)C.[N:35]1([CH2:40][C:41]([NH:43][NH2:44])=O)[CH2:39][CH2:38][CH2:37][CH2:36]1, predict the reaction product. (2) The product is: [CH3:7][O:8][C:9]([C:11]1[C:20]2[C:15](=[CH:16][C:17]([CH2:1][C:27]([OH:30])=[O:28])=[CH:18][CH:19]=2)[CH:14]=[CH:13][CH:12]=1)=[O:10]. Given the reactants [CH:1]1CCCCC=1.[CH3:7][O:8][C:9]([C:11]1[C:20]2[C:15](=[CH:16][CH:17]=[CH:18][CH:19]=2)[CH:14]=[CH:13][C:12]=1C#C[Si](C)(C)C)=[O:10].[C:27]([O-:30])(O)=[O:28].[Na+].OO, predict the reaction product. (3) Given the reactants [Br:1][C:2]1[C:3]([O:10][CH3:11])=[C:4]([CH2:8][OH:9])[CH:5]=[CH:6][CH:7]=1.FC(F)(F)[C:14]([O-])=[O:15].FC(F)(F)C(O)=O.[O-2].[Mg+2], predict the reaction product. The product is: [Br:1][C:2]1[CH:7]=[CH:6][C:5]2[C:14](=[O:15])[O:9][CH2:8][C:4]=2[C:3]=1[O:10][CH3:11]. (4) Given the reactants [CH:1]1([CH:7]([OH:32])[CH:8]([C:25]2[CH:30]=[CH:29][CH:28]=[CH:27][C:26]=2[F:31])[CH2:9][CH2:10][N:11]2[CH2:16][CH2:15][N:14]([C:17]3[CH:22]=[CH:21][CH:20]=[CH:19][C:18]=3[O:23][CH3:24])[CH2:13][CH2:12]2)[CH2:6][CH2:5][CH2:4][CH2:3][CH2:2]1.[C:33](Cl)(=[O:35])[CH3:34], predict the reaction product. The product is: [C:33]([O:32][CH:7]([CH:1]1[CH2:6][CH2:5][CH2:4][CH2:3][CH2:2]1)[CH:8]([C:25]1[CH:30]=[CH:29][CH:28]=[CH:27][C:26]=1[F:31])[CH2:9][CH2:10][N:11]1[CH2:16][CH2:15][N:14]([C:17]2[CH:22]=[CH:21][CH:20]=[CH:19][C:18]=2[O:23][CH3:24])[CH2:13][CH2:12]1)(=[O:35])[CH3:34]. (5) The product is: [CH3:8][O:9][CH2:10][CH2:11][N:12]1[CH:6]([C:2]2[S:1][CH:5]=[CH:4][CH:3]=2)[CH:14]([C:13]([NH:35][C:34]2[CH:33]=[CH:32][C:31]([C:28]3[N:27]=[C:26]([CH3:25])[O:30][N:29]=3)=[CH:37][CH:36]=2)=[O:24])[C:15]2[C:16](=[CH:20][CH:21]=[CH:22][CH:23]=2)[C:17]1=[O:19]. Given the reactants [S:1]1[CH:5]=[CH:4][CH:3]=[C:2]1[CH:6]=O.[CH3:8][O:9][CH2:10][CH2:11][NH2:12].[C:13]1(=[O:24])[O:19][C:17](=O)[C:16]2=[CH:20][CH:21]=[CH:22][CH:23]=[C:15]2[CH2:14]1.[CH3:25][C:26]1[O:30][N:29]=[C:28]([C:31]2[CH:37]=[CH:36][C:34]([NH2:35])=[CH:33][CH:32]=2)[N:27]=1, predict the reaction product. (6) Given the reactants [CH3:1][O:2][CH2:3][CH2:4][CH:5]([C:12]1[S:13][C:14]2[CH:21]=[C:20]([C:22]([F:25])([F:24])[F:23])[CH:19]=[CH:18][C:15]=2[C:16]=1[CH3:17])[CH2:6][C:7](OCC)=[O:8].[H-].C([Al+]CC(C)C)C(C)C.O, predict the reaction product. The product is: [CH3:1][O:2][CH2:3][CH2:4][CH:5]([C:12]1[S:13][C:14]2[CH:21]=[C:20]([C:22]([F:23])([F:25])[F:24])[CH:19]=[CH:18][C:15]=2[C:16]=1[CH3:17])[CH2:6][CH2:7][OH:8].